From a dataset of Full USPTO retrosynthesis dataset with 1.9M reactions from patents (1976-2016). Predict the reactants needed to synthesize the given product. (1) Given the product [Cl:1][C:2]1[CH:3]=[CH:4][C:5]([NH:8][C:9](=[O:25])[C:10]2[CH:15]=[C:14]([CH3:16])[CH:13]=[CH:12][C:11]=2[NH:17][CH2:18][CH:19]2[CH2:24][CH2:23][N:22]([CH:31]([CH3:33])[CH3:30])[CH2:21][CH2:20]2)=[N:6][CH:7]=1, predict the reactants needed to synthesize it. The reactants are: [Cl:1][C:2]1[CH:3]=[CH:4][C:5]([NH:8][C:9](=[O:25])[C:10]2[CH:15]=[C:14]([CH3:16])[CH:13]=[CH:12][C:11]=2[NH:17][CH2:18][CH:19]2[CH2:24][CH2:23][NH:22][CH2:21][CH2:20]2)=[N:6][CH:7]=1.C([BH3-])#N.[Na+].[CH3:30][C:31]([CH3:33])=O. (2) Given the product [CH3:25][N:26]([CH3:27])[CH2:12][CH2:13][CH2:14][C:15]1[CH:24]=[CH:23][C:18]([C:19]([O:21][CH3:22])=[O:20])=[CH:17][CH:16]=1, predict the reactants needed to synthesize it. The reactants are: S(O[CH2:12][CH2:13][CH2:14][C:15]1[CH:24]=[CH:23][C:18]([C:19]([O:21][CH3:22])=[O:20])=[CH:17][CH:16]=1)(C1C=CC(C)=CC=1)(=O)=O.[CH3:25][NH:26][CH3:27]. (3) Given the product [CH3:1][O:2][C:3]1[CH:37]=[C:7]2[C:6](=[CH:5][C:4]=1[O:35][CH3:36])[N:11]([CH3:12])[CH:10]=[C:9]2[C:13]1[N:24]([S:25]([C:28]2[CH:33]=[CH:32][C:31]([CH3:34])=[CH:30][CH:29]=2)(=[O:27])=[O:26])[C:16]2=[N:17][CH:18]=[CH:19][C:20]([CH2:21][NH2:22])=[C:15]2[CH:14]=1, predict the reactants needed to synthesize it. The reactants are: [CH3:1][O:2][C:3]1N=[C:7]2[C:9]([C:13]3[N:24]([S:25]([C:28]4[CH:33]=[CH:32][C:31]([CH3:34])=[CH:30][CH:29]=4)(=[O:27])=[O:26])[C:16]4[N:17]=[CH:18][CH:19]=[C:20]([CH:21]=[N:22]O)[C:15]=4[CH:14]=3)=[CH:10][N:11]([CH3:12])[C:6]2=[CH:5][C:4]=1[O:35][CH3:36].[CH:37](O)=O. (4) The reactants are: O=[C:2]1[CH2:7][O:6][C:5]2[CH:8]=[C:9]([F:12])[CH:10]=[CH:11][C:4]=2[NH:3]1.[H-].[H-].[H-].[H-].[Li+].[Al+3]. Given the product [F:12][C:9]1[CH:10]=[CH:11][C:4]2[NH:3][CH2:2][CH2:7][O:6][C:5]=2[CH:8]=1, predict the reactants needed to synthesize it. (5) Given the product [NH2:2][C:1]1([C@@H:3]2[CH2:7][CH2:6][N:5]([CH2:8][C:9]3[CH:14]=[CH:13][CH:12]=[CH:11][CH:10]=3)[CH2:4]2)[CH2:16][CH2:15]1, predict the reactants needed to synthesize it. The reactants are: [C:1]([C@@H:3]1[CH2:7][CH2:6][N:5]([CH2:8][C:9]2[CH:14]=[CH:13][CH:12]=[CH:11][CH:10]=2)[CH2:4]1)#[N:2].[CH2:15]([Mg]Br)[CH3:16].[OH-].[Na+]. (6) The reactants are: [C:1]12([C:12]([O:14][CH3:15])=[O:13])[CH2:8][CH2:7][C:4]([C:9]([OH:11])=[O:10])([CH2:5][CH2:6]1)[CH2:3][CH2:2]2.S(=O)(=O)(O)O. Given the product [C:4]12([C:9]([O:11][C:1]([CH3:8])([CH3:6])[CH3:2])=[O:10])[CH2:3][CH2:2][C:1]([C:12]([O:14][CH3:15])=[O:13])([CH2:6][CH2:5]1)[CH2:8][CH2:7]2, predict the reactants needed to synthesize it. (7) Given the product [CH3:43][O:44][CH2:45][O:40][CH:31]([CH2:30][CH2:29][CH2:28][CH2:27][CH2:26][C:24](=[O:25])[CH2:23][CH2:22][CH2:21][CH2:20][CH:19]([O:41][CH2:35][O:36][CH3:37])[CH:17]1[CH2:16][CH2:15][CH:14]([CH:13]([O:42][CH2:17][O:18][CH3:14])[CH2:12][CH2:11][CH2:10][CH2:9][CH2:8][CH2:7][CH2:6][CH2:5][CH2:4][CH2:3][CH2:2][CH3:1])[O:18]1)[CH2:32][C:33]1[C:37](=[O:38])[O:36][CH:35]([CH3:39])[CH:34]=1, predict the reactants needed to synthesize it. The reactants are: [CH3:1][CH2:2][CH2:3][CH2:4][CH2:5][CH2:6][CH2:7][CH2:8][CH2:9][CH2:10][CH2:11][CH2:12][C@@H:13]([OH:42])[C@@H:14]1[O:18][C@@H:17]([C@H:19]([OH:41])[CH2:20][CH2:21][CH2:22][CH2:23][C:24]([CH2:26][CH2:27][CH2:28][CH2:29][CH2:30][C@@H:31]([OH:40])[CH2:32][C:33]2[C:37](=[O:38])[O:36][C@@H:35]([CH3:39])[CH:34]=2)=[O:25])[CH2:16][CH2:15]1.[CH3:43][O:44][CH2:45]Cl. (8) The reactants are: [CH3:1][CH2:2][O:3][C:4]([C:6]1[CH:11]([C:12]2[CH:13]=[CH:14][CH:15]=[CH:16][C:17]=2[Cl:18])[C:10]([C:19]([O:21][CH3:22])=[O:20])=[C:9]([CH3:23])[NH:8][C:7]=1[CH2:24][O:25][CH2:26][CH2:27][NH2:28])=[O:5].CC[O:31][C:32]([C:34]1C(C2C=CC=CC=2Cl)C(C(OC)=O)=C(C)[NH:36][C:35]=1[CH2:52][O:53]CCN)=[O:33].C(/C(O)=O)=C/C(O)=[O:60]. Given the product [CH3:1][CH2:2][O:3][C:4]([C:6]1[CH:11]([C:12]2[CH:13]=[CH:14][CH:15]=[CH:16][C:17]=2[Cl:18])[C:10]([C:19]([O:21][CH3:22])=[O:20])=[C:9]([CH3:23])[NH:8][C:7]=1[CH2:24][O:25][CH2:26][CH2:27][NH2:28])=[O:5].[NH2:36][C@H:35]([C:52]([O-:53])=[O:60])[CH2:34][C:32]([O-:31])=[O:33], predict the reactants needed to synthesize it. (9) Given the product [F:2][C:3]1[CH:4]=[CH:5][C:6]([CH:9]([OH:23])[CH:10]([NH:22][C:34]([C:25]2[CH:26]=[CH:27][C:28]3[C:33](=[CH:32][CH:31]=[CH:30][CH:29]=3)[CH:24]=2)=[O:35])[CH2:11][C:12]2[CH:17]=[CH:16][C:15]([C:18]([F:21])([F:20])[F:19])=[CH:14][CH:13]=2)=[CH:7][CH:8]=1, predict the reactants needed to synthesize it. The reactants are: Cl.[F:2][C:3]1[CH:8]=[CH:7][C:6]([CH:9]([OH:23])[CH:10]([NH2:22])[CH2:11][C:12]2[CH:17]=[CH:16][C:15]([C:18]([F:21])([F:20])[F:19])=[CH:14][CH:13]=2)=[CH:5][CH:4]=1.[CH:24]1[C:33]2[C:28](=[CH:29][CH:30]=[CH:31][CH:32]=2)[CH:27]=[CH:26][C:25]=1[C:34](Cl)=[O:35].C(=O)([O-])O.[Na+].